From a dataset of Full USPTO retrosynthesis dataset with 1.9M reactions from patents (1976-2016). Predict the reactants needed to synthesize the given product. (1) Given the product [F:16][C:12]1[N:11]=[C:10]([N:7]2[CH2:8][CH2:9][NH:4][CH2:5][CH2:6]2)[CH:15]=[CH:14][CH:13]=1, predict the reactants needed to synthesize it. The reactants are: C([N:4]1[CH2:9][CH2:8][N:7]([C:10]2[CH:15]=[CH:14][CH:13]=[C:12]([F:16])[N:11]=2)[CH2:6][CH2:5]1)(=O)C.[OH-].[Na+].O. (2) Given the product [CH3:14][O:13][C:11]([C:9]1[N:10]=[C:5]([CH2:4][C:3]2[CH:17]=[CH:18][CH:19]=[CH:20][C:2]=2[Br:1])[NH:6][C:7](=[O:16])[C:8]=1[O:15][C:21](=[O:23])[CH3:22])=[O:12], predict the reactants needed to synthesize it. The reactants are: [Br:1][C:2]1[CH:20]=[CH:19][CH:18]=[CH:17][C:3]=1[CH2:4][C:5]1[N:10]=[C:9]([C:11]([O:13][CH3:14])=[O:12])[C:8]([OH:15])=[C:7]([OH:16])[N:6]=1.[C:21](Cl)(=[O:23])[CH3:22].[NH4+].[Cl-]. (3) Given the product [F:1][C:2]1[CH:3]=[C:4]([CH:8]=[CH:9][C:10]([NH:12][C@H:13]([C:23]([OH:25])=[O:24])[CH2:14][C:15]2[CH:16]=[CH:17][C:18]([O:21][CH3:22])=[CH:19][CH:20]=2)=[O:11])[CH:5]=[CH:6][CH:7]=1, predict the reactants needed to synthesize it. The reactants are: [F:1][C:2]1[CH:3]=[C:4]([CH:8]=[CH:9][C:10]([NH:12][C@H:13]([C:23]([O:25]C)=[O:24])[CH2:14][C:15]2[CH:20]=[CH:19][C:18]([O:21][CH3:22])=[CH:17][CH:16]=2)=[O:11])[CH:5]=[CH:6][CH:7]=1.[OH-].[Na+]. (4) Given the product [F:1][C:2]1[CH:3]=[CH:4][C:5]([C:8]2[O:31][C:11]3=[N:12][C:13]([NH:25][CH2:26][C:27]([F:28])([F:29])[F:30])=[C:14]([C:16]4[CH:24]=[CH:23][CH:22]=[C:18]([C:19](=[O:20])[NH:55][C:52]5([C:49]6[N:48]=[C:47]([CH3:46])[O:51][N:50]=6)[CH2:54][CH2:53]5)[CH:17]=4)[CH:15]=[C:10]3[C:9]=2[C:32]([NH:33][CH3:34])=[O:35])=[CH:6][CH:7]=1, predict the reactants needed to synthesize it. The reactants are: [F:1][C:2]1[CH:7]=[CH:6][C:5]([C:8]2[O:31][C:11]3=[N:12][C:13]([NH:25][CH2:26][C:27]([F:30])([F:29])[F:28])=[C:14]([C:16]4[CH:17]=[C:18]([CH:22]=[CH:23][CH:24]=4)[C:19](O)=[O:20])[CH:15]=[C:10]3[C:9]=2[C:32](=[O:35])[NH:33][CH3:34])=[CH:4][CH:3]=1.C(N(C(C)C)C(C)C)C.Cl.[CH3:46][C:47]1[O:51][N:50]=[C:49]([C:52]2([NH2:55])[CH2:54][CH2:53]2)[N:48]=1.CN(C(ON1N=NC2C=CC=NC1=2)=[N+](C)C)C.F[P-](F)(F)(F)(F)F. (5) Given the product [Br:16][C:10]1[O:9][C:8]([C:7]([CH3:14])([CH3:13])[O:6][SiH2:5][C:1]([CH3:4])([CH3:2])[CH3:3])=[N:12][CH:11]=1, predict the reactants needed to synthesize it. The reactants are: [C:1]([SiH2:5][O:6][C:7]([CH3:14])([CH3:13])[C:8]1[O:9][CH:10]=[CH:11][N:12]=1)([CH3:4])([CH3:3])[CH3:2].C(Br)(Br)(Br)[Br:16]. (6) Given the product [CH3:1][O:2][C:3](=[O:13])[C:4]([CH3:9])([CH2:10][CH:11]=[O:21])[C:5]([O:7][CH3:8])=[O:6], predict the reactants needed to synthesize it. The reactants are: [CH3:1][O:2][C:3](=[O:13])[C:4]([CH2:10][CH:11]=C)([CH3:9])[C:5]([O:7][CH3:8])=[O:6].CSC.C(Cl)Cl.C[OH:21]. (7) Given the product [CH2:1]([O:8][C:9]([C:10]1[N:15]=[C:16]([C:17]2[CH:22]=[CH:21][CH:20]=[CH:19][CH:18]=2)[O:23][C:11]=1[CH2:12][CH3:13])=[O:24])[C:2]1[CH:7]=[CH:6][CH:5]=[CH:4][CH:3]=1, predict the reactants needed to synthesize it. The reactants are: [CH2:1]([O:8][C:9](=[O:24])[CH:10]([NH:15][C:16](=[O:23])[C:17]1[CH:22]=[CH:21][CH:20]=[CH:19][CH:18]=1)[C:11](=O)[CH2:12][CH3:13])[C:2]1[CH:7]=[CH:6][CH:5]=[CH:4][CH:3]=1.C1(P(C2C=CC=CC=2)C2C=CC=CC=2)C=CC=CC=1.II.C(N(CC)CC)C. (8) Given the product [CH:15]1[CH:14]=[N:13][CH:12]=[C:11]([C:10]2[CH2:7][CH2:8][CH2:9][N:5]=2)[CH:16]=1, predict the reactants needed to synthesize it. The reactants are: C([N:5]1[CH2:9][CH2:8][CH:7]([C:10](=O)[C:11]2[CH:16]=[CH:15][CH:14]=[N:13][CH:12]=2)C1=O)=CCC.Cl. (9) Given the product [CH2:1]([C:5]1[NH:6][C:7]([CH2:11][OH:12])=[C:8]([Cl:10])[N:9]=1)[CH2:2][CH2:3][CH3:4], predict the reactants needed to synthesize it. The reactants are: [CH2:1]([C:5]1[NH:6][C:7]([CH2:11][O:12]CC2C=CC=CC=2)=[C:8]([Cl:10])[N:9]=1)[CH2:2][CH2:3][CH3:4].CS(O)(=O)=O.[OH-].[Na+]. (10) Given the product [CH3:1][O:2][C:3]1[CH:4]=[C:5]2[C:6](=[CH:7][CH:8]=1)[C:12]([CH3:13])=[N:11][CH2:10][CH2:9]2, predict the reactants needed to synthesize it. The reactants are: [CH3:1][O:2][C:3]1[CH:4]=[C:5]([CH2:9][CH2:10][NH2:11])[CH:6]=[CH:7][CH:8]=1.[CH2:12](N(CC)CC)[CH3:13].C(Cl)(=O)C.P(Cl)(Cl)(Cl)=O.[OH-].[Na+].